From a dataset of Catalyst prediction with 721,799 reactions and 888 catalyst types from USPTO. Predict which catalyst facilitates the given reaction. (1) Reactant: C[Si](Cl)(C)C.[I-].[Na+].[F:8][C:9]1[CH:10]=[CH:11][C:12]([C@@H:15]([NH:17][C:18]2[C:23]([CH3:24])=[CH:22][N:21]=[C:20]([NH:25][C:26]3[C:27]([O:32]C)=[N:28][CH:29]=[CH:30][CH:31]=3)[N:19]=2)[CH3:16])=[N:13][CH:14]=1. Product: [F:8][C:9]1[CH:10]=[CH:11][C:12]([C@@H:15]([NH:17][C:18]2[C:23]([CH3:24])=[CH:22][N:21]=[C:20]([NH:25][C:26]3[C:27](=[O:32])[NH:28][CH:29]=[CH:30][CH:31]=3)[N:19]=2)[CH3:16])=[N:13][CH:14]=1. The catalyst class is: 10. (2) Reactant: C([O:3][C:4](=[O:37])[C:5]1[CH:10]=[C:9]([Cl:11])[C:8]([N:12]2[CH2:17][CH2:16][N:15]([C:18]3[CH:23]=[C:22]([C:24]4[CH:29]=[CH:28][C:27]([F:30])=[CH:26][CH:25]=4)[N:21]=[C:20]([N:31]4[CH2:35][CH2:34][CH2:33][CH:32]4[CH3:36])[N:19]=3)[CH2:14][CH2:13]2)=[N:7][CH:6]=1)C.O.O[Li].O.Cl. Product: [Cl:11][C:9]1[C:8]([N:12]2[CH2:13][CH2:14][N:15]([C:18]3[CH:23]=[C:22]([C:24]4[CH:25]=[CH:26][C:27]([F:30])=[CH:28][CH:29]=4)[N:21]=[C:20]([N:31]4[CH2:35][CH2:34][CH2:33][CH:32]4[CH3:36])[N:19]=3)[CH2:16][CH2:17]2)=[N:7][CH:6]=[C:5]([CH:10]=1)[C:4]([OH:37])=[O:3]. The catalyst class is: 242. (3) Reactant: [F:1][C:2]1[CH:7]=[CH:6][C:5]([CH2:8][CH2:9][N:10]([CH2:19][C:20]2[CH:25]=[CH:24][C:23]([CH2:26][OH:27])=[CH:22][CH:21]=2)[C:11]2[S:12][CH:13]=[C:14]([CH:16]([CH3:18])[CH3:17])[N:15]=2)=[CH:4][CH:3]=1.[F:28][C:29]1[CH:34]=[C:33](O)[CH:32]=[CH:31][C:30]=1[CH2:36][CH2:37][C:38]([O:40][CH2:41][CH3:42])=[O:39].C1(P(C2C=CC=CC=2)C2C=CC=CC=2)C=CC=CC=1.N(C(OCC)=O)=NC(OCC)=O. Product: [F:28][C:29]1[CH:34]=[C:33]([O:27][CH2:26][C:23]2[CH:22]=[CH:21][C:20]([CH2:19][N:10]([CH2:9][CH2:8][C:5]3[CH:6]=[CH:7][C:2]([F:1])=[CH:3][CH:4]=3)[C:11]3[S:12][CH:13]=[C:14]([CH:16]([CH3:18])[CH3:17])[N:15]=3)=[CH:25][CH:24]=2)[CH:32]=[CH:31][C:30]=1[CH2:36][CH2:37][C:38]([O:40][CH2:41][CH3:42])=[O:39]. The catalyst class is: 11. (4) Reactant: [CH3:1][C:2]1[CH:10]=[C:9]([O:11][Si](C)(C)C)[CH:8]=[C:7]([CH3:16])[C:3]=1[C:4](Cl)=[O:5].C([O:19][P:20](C1C=CC=CC=1)C1C=CC=CC=1)C.CCCC[N+](CCCC)(CCCC)CCCC.[F-]. Product: [CH3:1][C:2]1[CH:10]=[C:9]([OH:11])[CH:8]=[C:7]([CH3:16])[C:3]=1[C:4]([PH2:20]=[O:19])=[O:5]. The catalyst class is: 6. (5) Reactant: [Br:1][C:2]1[N:3]=[C:4](Br)[C:5]2[N:6]([CH:8]=[CH:9][N:10]=2)[CH:7]=1.[NH2:12][CH2:13][C:14]1[CH:19]=[CH:18][N:17]=[CH:16][CH:15]=1.C(=O)([O-])[O-].[K+].[K+].CC(N(C)C)=O. Product: [Br:1][C:2]1[N:3]=[C:4]([NH:12][CH2:13][C:14]2[CH:19]=[CH:18][N:17]=[CH:16][CH:15]=2)[C:5]2[N:6]([CH:8]=[CH:9][N:10]=2)[CH:7]=1. The catalyst class is: 10. (6) Reactant: C(O)(=O)CC(CC(O)=O)(C(O)=O)O.[Si:14]([O:21][CH2:22][C@@H:23]([N:25]1[C:29]2[N:30]=[CH:31][N:32]=[CH:33][C:28]=2[C:27]([C:34]([C:36]2[CH:37]=[N:38][CH:39]=[C:40]([N:42]=C(C3C=CC=CC=3)C3C=CC=CC=3)[CH:41]=2)=[O:35])=[CH:26]1)[CH3:24])([C:17]([CH3:20])([CH3:19])[CH3:18])([CH3:16])[CH3:15].O.[OH-].[Na+]. Product: [NH2:42][C:40]1[CH:41]=[C:36]([C:34]([C:27]2[C:28]3[CH:33]=[N:32][CH:31]=[N:30][C:29]=3[N:25]([C@@H:23]([CH3:24])[CH2:22][O:21][Si:14]([C:17]([CH3:20])([CH3:19])[CH3:18])([CH3:15])[CH3:16])[CH:26]=2)=[O:35])[CH:37]=[N:38][CH:39]=1. The catalyst class is: 1. (7) Reactant: [OH:1][C:2]1[CH:3]=[C:4]2[C:9](=[CH:10][CH:11]=1)[C:8]([C:12]([O:14][CH3:15])=[O:13])=[CH:7][CH:6]=[CH:5]2.[C:16]([C@@H:20]1[CH2:25][CH2:24][C@H:23](O)[CH2:22][CH2:21]1)([CH3:19])([CH3:18])[CH3:17].C1C=CC(P(C2C=CC=CC=2)C2C=CC=CC=2)=CC=1.CC(OC(/N=N/C(OC(C)C)=O)=O)C. Product: [C:16]([C@H:20]1[CH2:25][CH2:24][C@H:23]([O:1][C:2]2[CH:3]=[C:4]3[C:9](=[CH:10][CH:11]=2)[C:8]([C:12]([O:14][CH3:15])=[O:13])=[CH:7][CH:6]=[CH:5]3)[CH2:22][CH2:21]1)([CH3:19])([CH3:18])[CH3:17]. The catalyst class is: 11. (8) Reactant: [Cl:1][C:2]1[CH:3]=[CH:4][C:5]([C:8]([O:10]CC)=[O:9])=[N:6][CH:7]=1. Product: [ClH:1].[Cl:1][C:2]1[CH:3]=[CH:4][C:5]([C:8]([OH:10])=[O:9])=[N:6][CH:7]=1. The catalyst class is: 33. (9) Reactant: [CH3:1][C:2]1[CH:7]=[C:6]([CH3:8])[CH:5]=[C:4]([CH3:9])[CH:3]=1.Cl[CH2:11][C:12]1[O:16][C:15]([C:17]([O:19][CH3:20])=[O:18])=[CH:14][CH:13]=1.[Cl-].[Cl-].[Cl-].[Al+3]. Product: [CH3:20][O:19][C:17]([C:15]1[O:16][C:12]([CH2:11][C:3]2[C:4]([CH3:9])=[CH:5][C:6]([CH3:8])=[CH:7][C:2]=2[CH3:1])=[CH:13][CH:14]=1)=[O:18]. The catalyst class is: 4. (10) Reactant: C[SiH](C)C.[C:5]1([N:11]=[N+:12]=[N-:13])[CH:10]=[CH:9][CH:8]=[CH:7][CH:6]=1.CN(C)CCN(C)[CH2:19][CH2:20]N(C)C.CCCC[N+](CCCC)(CCCC)CCCC.[F-].[CH2:44]1[CH2:48][O:47][CH2:46][CH2:45]1. Product: [O:47]1[CH:48]=[CH:44][CH:45]=[C:46]1[C:19]1[N:13]=[N:12][N:11]([C:5]2[CH:10]=[CH:9][CH:8]=[CH:7][CH:6]=2)[CH:20]=1. The catalyst class is: 205.